Dataset: Tox21: 12 toxicity assays (nuclear receptors and stress response pathways). Task: Binary classification across 12 toxicity assays. (1) The compound is Cc1noc(NS(=O)(=O)c2ccc(N)cc2)c1C. It tested positive (active) for: NR-AR-LBD (Androgen Receptor Ligand Binding Domain agonist), and NR-ER (Estrogen Receptor agonist activity). (2) It tested positive (active) for: NR-Aromatase (Aromatase enzyme inhibition), SR-ARE (Antioxidant Response Element (oxidative stress)), and SR-MMP (Mitochondrial Membrane Potential disruption). The compound is Cc1nnc2n1-c1sc(CCc3ccc(CC(C)C)cc3)cc1C(c1ccccc1Cl)=NC2C. (3) The molecule is C=CC(=O)OCCO. It tested positive (active) for: NR-ER (Estrogen Receptor agonist activity), and SR-ARE (Antioxidant Response Element (oxidative stress)). (4) The compound is CCCCC(CC)COC(=O)/C=C\C(=O)OCC(CC)CCCC. It tested positive (active) for: SR-ARE (Antioxidant Response Element (oxidative stress)). (5) The compound is COc1cccc(OC)c1C(=O)N[C@@H]1C(=O)N2[C@@H](C(=O)[O-])C(C)(C)S[C@H]12. It tested positive (active) for: NR-ER (Estrogen Receptor agonist activity), and SR-ARE (Antioxidant Response Element (oxidative stress)). (6) The drug is Oc1ccc2ccccc2c1. It tested positive (active) for: NR-AhR (Aryl hydrocarbon Receptor agonist activity), NR-ER (Estrogen Receptor agonist activity), NR-ER-LBD (Estrogen Receptor Ligand Binding Domain agonist), SR-ARE (Antioxidant Response Element (oxidative stress)), and SR-MMP (Mitochondrial Membrane Potential disruption). (7) The molecule is Cc1cccc(Nc2cc(Cl)nc(SCC(=O)O)n2)c1C. It tested positive (active) for: NR-PPAR-gamma (PPAR-gamma nuclear receptor agonist). (8) The molecule is CC(C)Nc1ccc(Nc2ccccc2)cc1. It tested positive (active) for: SR-ARE (Antioxidant Response Element (oxidative stress)), and SR-p53 (p53 tumor suppressor activation). (9) The molecule is CC[C@H](c1ccc(O)cc1)[C@@H](CC)c1ccc(O)cc1. It tested positive (active) for: NR-ER (Estrogen Receptor agonist activity), NR-ER-LBD (Estrogen Receptor Ligand Binding Domain agonist), SR-ARE (Antioxidant Response Element (oxidative stress)), SR-HSE (Heat Shock Element response), SR-MMP (Mitochondrial Membrane Potential disruption), and SR-p53 (p53 tumor suppressor activation).